From a dataset of Forward reaction prediction with 1.9M reactions from USPTO patents (1976-2016). Predict the product of the given reaction. (1) Given the reactants [F:1][C:2]1[CH:7]=[CH:6][C:5]([C:8](=[N:18]O)[CH2:9][C:10]2[CH:15]=[CH:14][N:13]=[C:12]([S:16][CH3:17])[N:11]=2)=[CH:4][CH:3]=1.FC(F)(F)C(OC(=O)C(F)(F)F)=O.C(N(CC)CC)C, predict the reaction product. The product is: [F:1][C:2]1[CH:7]=[CH:6][C:5]([C:8]2[CH:9]=[C:10]3[N:11]([C:12]([S:16][CH3:17])=[N:13][CH:14]=[CH:15]3)[N:18]=2)=[CH:4][CH:3]=1. (2) The product is: [CH2:10]([N:5]1[CH:6]=[C:2]([Br:1])[C:3]([CH3:7])=[N:4]1)[C:11]1[CH:16]=[CH:15][CH:14]=[CH:13][CH:12]=1. Given the reactants [Br:1][C:2]1[C:3]([CH3:7])=[N:4][NH:5][CH:6]=1.[H-].[Na+].[CH2:10](Br)[C:11]1[CH:16]=[CH:15][CH:14]=[CH:13][CH:12]=1, predict the reaction product. (3) Given the reactants [C:1]1(=[O:11])[NH:5][C:4](=[O:6])[C:3]2=[CH:7][CH:8]=[CH:9][CH:10]=[C:2]12.[K].[C:13]([O:17][C:18]([N:20]1[CH2:25][CH2:24][CH2:23][CH:22]([CH2:26][CH2:27][CH2:28]OS(C)(=O)=O)[CH2:21]1)=[O:19])([CH3:16])([CH3:15])[CH3:14], predict the reaction product. The product is: [C:13]([O:17][C:18]([N:20]1[CH2:25][CH2:24][CH2:23][CH:22]([CH2:26][CH2:27][CH2:28][N:5]2[C:1](=[O:11])[C:2]3[C:3](=[CH:7][CH:8]=[CH:9][CH:10]=3)[C:4]2=[O:6])[CH2:21]1)=[O:19])([CH3:16])([CH3:15])[CH3:14].